From a dataset of Peptide-MHC class I binding affinity with 185,985 pairs from IEDB/IMGT. Regression. Given a peptide amino acid sequence and an MHC pseudo amino acid sequence, predict their binding affinity value. This is MHC class I binding data. (1) The peptide sequence is GTEYRLTLY. The MHC is HLA-B15:01 with pseudo-sequence HLA-B15:01. The binding affinity (normalized) is 0.0847. (2) The peptide sequence is YTGDFDSVI. The MHC is HLA-B08:01 with pseudo-sequence HLA-B08:01. The binding affinity (normalized) is 0. (3) The peptide sequence is ATADLELAY. The MHC is HLA-A30:01 with pseudo-sequence HLA-A30:01. The binding affinity (normalized) is 0.509. (4) The peptide sequence is WAIQCYTGV. The MHC is HLA-A02:11 with pseudo-sequence HLA-A02:11. The binding affinity (normalized) is 0.0847. (5) The peptide sequence is VVIQHTPI. The MHC is H-2-Db with pseudo-sequence H-2-Db. The binding affinity (normalized) is 0.157. (6) The peptide sequence is DINVIGLIV. The MHC is HLA-A02:06 with pseudo-sequence HLA-A02:06. The binding affinity (normalized) is 0.166. (7) The peptide sequence is LLDYQGMLPV. The MHC is Patr-A0401 with pseudo-sequence Patr-A0401. The binding affinity (normalized) is 0.521. (8) The peptide sequence is ATEDPSSGY. The MHC is HLA-B15:01 with pseudo-sequence HLA-B15:01. The binding affinity (normalized) is 0. (9) The peptide sequence is YSDNEMLTH. The MHC is HLA-A24:03 with pseudo-sequence HLA-A24:03. The binding affinity (normalized) is 0.0847. (10) The peptide sequence is YLQMNSLRA. The MHC is HLA-A02:01 with pseudo-sequence HLA-A02:01. The binding affinity (normalized) is 0.369.